From a dataset of Full USPTO retrosynthesis dataset with 1.9M reactions from patents (1976-2016). Predict the reactants needed to synthesize the given product. Given the product [Cl:17][C:18]1[CH:24]=[CH:23][C:21]([NH:22][C:14]([CH:11]2[CH2:10][CH2:9][N:8]([C:1]([O:3][C:4]([CH3:5])([CH3:6])[CH3:7])=[O:2])[CH2:13][CH2:12]2)=[O:16])=[CH:20][CH:19]=1, predict the reactants needed to synthesize it. The reactants are: [C:1]([N:8]1[CH2:13][CH2:12][CH:11]([C:14]([OH:16])=O)[CH2:10][CH2:9]1)([O:3][C:4]([CH3:7])([CH3:6])[CH3:5])=[O:2].[Cl:17][C:18]1[CH:24]=[CH:23][C:21]([NH2:22])=[CH:20][CH:19]=1.Cl.CN(C)CCCN=C=NCC.C(N(CC)CC)C.